Task: Predict which catalyst facilitates the given reaction.. Dataset: Catalyst prediction with 721,799 reactions and 888 catalyst types from USPTO Reactant: [NH2:1][C:2]([CH3:6])([CH3:5])[CH2:3][OH:4].CC(C)([O-])C.[K+].F[C:14]1[CH:19]=[CH:18][C:17]([N+:20]([O-:22])=[O:21])=[CH:16][CH:15]=1.C(OC(C)C)(=O)C. Product: [CH3:5][C:2]([NH2:1])([CH3:6])[CH2:3][O:4][C:14]1[CH:19]=[CH:18][C:17]([N+:20]([O-:22])=[O:21])=[CH:16][CH:15]=1. The catalyst class is: 30.